From a dataset of Full USPTO retrosynthesis dataset with 1.9M reactions from patents (1976-2016). Predict the reactants needed to synthesize the given product. (1) Given the product [CH3:40][C@H:41]1[CH2:46][CH2:45][C@H:44]([C:47]([N:9]([CH2:8][C:7]([N:4]2[CH2:5][CH2:6][O:1][CH2:2][CH2:3]2)=[O:32])[C:10]2[CH:14]=[C:13]([C:15]3[CH:16]=[CH:17][C:18]([O:21][C:22]4[CH:27]=[CH:26][CH:25]=[CH:24][CH:23]=4)=[CH:19][CH:20]=3)[S:12][C:11]=2[C:28]([O:30][CH3:31])=[O:29])=[O:48])[CH2:43][CH2:42]1, predict the reactants needed to synthesize it. The reactants are: [O:1]1[CH2:6][CH2:5][N:4]([C:7](=[O:32])[CH2:8][NH:9][C:10]2[CH:14]=[C:13]([C:15]3[CH:20]=[CH:19][C:18]([O:21][C:22]4[CH:27]=[CH:26][CH:25]=[CH:24][CH:23]=4)=[CH:17][CH:16]=3)[S:12][C:11]=2[C:28]([O:30][CH3:31])=[O:29])[CH2:3][CH2:2]1.CCN(CC)CC.[CH3:40][C@H:41]1[CH2:46][CH2:45][C@H:44]([C:47](Cl)=[O:48])[CH2:43][CH2:42]1. (2) Given the product [CH2:3]([N:7]1[C:11]([CH2:12][OH:13])=[C:10]([Cl:14])[N:9]=[C:8]1[C:15]1[C:16]([CH3:22])=[CH:17][CH:18]=[CH:19][C:20]=1[CH3:21])[CH2:4][CH2:5][CH3:6], predict the reactants needed to synthesize it. The reactants are: [BH4-].[Na+].[CH2:3]([N:7]1[C:11]([CH:12]=[O:13])=[C:10]([Cl:14])[N:9]=[C:8]1[C:15]1[C:20]([CH3:21])=[CH:19][CH:18]=[CH:17][C:16]=1[CH3:22])[CH2:4][CH2:5][CH3:6]. (3) Given the product [CH3:31][O:32][C:33]1[CH:34]=[CH:35][C:40]([C:56]#[C:57][C:26]2[CH:27]=[CH:28][C:23]([S:20]([NH:19][CH:4]([CH:5]3[CH2:6][CH2:7][N:8]([C:11]([N:13]4[CH2:14][CH2:15][O:16][CH2:17][CH2:18]4)=[O:12])[CH2:9][CH2:10]3)[C:3]([OH:2])=[O:30])(=[O:22])=[O:21])=[CH:24][CH:25]=2)=[CH:39][CH:59]=1, predict the reactants needed to synthesize it. The reactants are: C[O:2][C:3](=[O:30])[CH:4]([NH:19][S:20]([C:23]1[CH:28]=[CH:27][C:26](Br)=[CH:25][CH:24]=1)(=[O:22])=[O:21])[CH:5]1[CH2:10][CH2:9][N:8]([C:11]([N:13]2[CH2:18][CH2:17][O:16][CH2:15][CH2:14]2)=[O:12])[CH2:7][CH2:6]1.[CH3:31][O:32][C:33](=O)[CH:34](N)[CH:35]1[CH2:40][CH2:39]N(C(N2CCOCC2)=O)CC1.C(N([CH2:56][CH3:57])CC)C.Br[C:59]1C=CC(S(Cl)(=O)=O)=CC=1.